This data is from Full USPTO retrosynthesis dataset with 1.9M reactions from patents (1976-2016). The task is: Predict the reactants needed to synthesize the given product. (1) Given the product [Cl:39][C:37]1[S:36][C:34]2[NH:35][C:31]([C:29]([NH:28][CH:20]3[CH2:21][C:22]4[C:27](=[CH:26][CH:25]=[CH:24][CH:23]=4)[N:18]([CH2:17][C:14]4[O:16][N:45]=[C:43]([CH3:44])[N:42]=4)[C:19]3=[O:40])=[O:30])=[CH:32][C:33]=2[CH:38]=1, predict the reactants needed to synthesize it. The reactants are: CN1CCOCC1.ClC(OCC)=O.[C:14]([CH2:17][N:18]1[C:27]2[C:22](=[CH:23][CH:24]=[CH:25][CH:26]=2)[CH2:21][CH:20]([NH:28][C:29]([C:31]2[NH:35][C:34]3[S:36][C:37]([Cl:39])=[CH:38][C:33]=3[CH:32]=2)=[O:30])[C:19]1=[O:40])([OH:16])=O.O[N:42]=[C:43]([NH2:45])[CH3:44]. (2) Given the product [Cl:12][C:10]1[CH:9]=[C:4]([C:5]([O:7][CH3:8])=[O:6])[C:3]2[CH:13]=[N:26][NH:1][C:2]=2[CH:11]=1, predict the reactants needed to synthesize it. The reactants are: [NH2:1][C:2]1[C:3]([CH3:13])=[C:4]([CH:9]=[C:10]([Cl:12])[CH:11]=1)[C:5]([O:7][CH3:8])=[O:6].C([O-])(=O)C.[K+].C(OC(=O)C)(=O)C.[N:26](OC(C)(C)C)=O.C1OCCOCCOCCOCCOCCOC1. (3) The reactants are: C(N(C(C)C)CCC(C1C=C(CO)C=CC=1O)C1C=CC=CC=1)(C)C.[C:26]([O:34]C=C)(=[O:33])[C:27]1C=CC=[CH:29][CH:28]=1. Given the product [CH:26]([O-:34])=[O:33].[C:26]([O-:34])(=[O:33])[CH3:27].[C:26]([O-:34])(=[O:33])[CH2:27][CH2:28][CH3:29], predict the reactants needed to synthesize it.